This data is from Full USPTO retrosynthesis dataset with 1.9M reactions from patents (1976-2016). The task is: Predict the reactants needed to synthesize the given product. (1) Given the product [CH2:1]([N:7]([CH3:38])[C:8]([C@@H:10]1[CH2:14][C@H:13]([O:15][C:16]2[C:25]3[C:20](=[C:21]([CH3:28])[C:22]([O:26][CH3:27])=[CH:23][CH:24]=3)[N:19]=[C:18]([C:29]3[S:30][CH:31]=[C:32]([C:34]([F:35])([F:36])[F:37])[N:33]=3)[CH:17]=2)[CH2:12][N:11]1[C:39]([N:41]1[CH:45]=[CH:44][N:43]=[CH:42]1)=[O:40])=[O:9])[CH2:2][CH2:3][CH2:4][CH:5]=[CH2:6], predict the reactants needed to synthesize it. The reactants are: [CH2:1]([N:7]([CH3:38])[C:8]([C@@H:10]1[CH2:14][C@H:13]([O:15][C:16]2[C:25]3[C:20](=[C:21]([CH3:28])[C:22]([O:26][CH3:27])=[CH:23][CH:24]=3)[N:19]=[C:18]([C:29]3[S:30][CH:31]=[C:32]([C:34]([F:37])([F:36])[F:35])[N:33]=3)[CH:17]=2)[CH2:12][NH:11]1)=[O:9])[CH2:2][CH2:3][CH2:4][CH:5]=[CH2:6].[C:39](N1C=CN=C1)([N:41]1[CH:45]=[CH:44][N:43]=[CH:42]1)=[O:40]. (2) Given the product [C:1]([OH:6])(=[O:5])[CH2:2][CH2:3][CH2:4][CH2:7][CH2:8][CH2:9][CH2:16][CH2:17][CH2:17][CH2:16][CH2:9][CH2:8][CH3:7].[C:17]([O:19][CH2:20][CH3:21])(=[O:18])[CH2:16][C:9]([CH2:8][C:7]([O:23][CH2:24][CH3:25])=[O:22])([C:11]([O:13][CH2:14][CH3:15])=[O:12])[OH:10], predict the reactants needed to synthesize it. The reactants are: [C:1]([OH:6])(=[O:5])[CH2:2][CH2:3][CH3:4].[C:7]([O:23][CH2:24][CH3:25])(=[O:22])[CH2:8][C:9]([CH2:16][C:17]([O:19][CH2:20][CH3:21])=[O:18])([C:11]([O:13][CH2:14][CH3:15])=[O:12])[OH:10].[Cl-]. (3) The reactants are: C([Si](C)(C)[O:6][C@@H:7]1[CH2:14][N:13]([CH2:15][CH2:16][CH2:17][N:18]2[CH2:23][CH2:22][N:21]([C:24]3[CH:29]=[CH:28][C:27]([C:30]([F:33])([F:32])[F:31])=[C:26]([Cl:34])[CH:25]=3)[C@@H:20]([CH3:35])[C:19]2=[O:36])[CH2:12][CH2:11][C:8]21[CH2:10][CH2:9]2)(C)(C)C. Given the product [Cl:34][C:26]1[CH:25]=[C:24]([N:21]2[CH2:22][CH2:23][N:18]([CH2:17][CH2:16][CH2:15][N:13]3[CH2:12][CH2:11][C:8]4([CH2:10][CH2:9]4)[C@H:7]([OH:6])[CH2:14]3)[C:19](=[O:36])[C@@H:20]2[CH3:35])[CH:29]=[CH:28][C:27]=1[C:30]([F:33])([F:31])[F:32], predict the reactants needed to synthesize it. (4) Given the product [NH2:17][C:16]1[C:4]2[C:5](=[O:19])[N:6]([CH:8]3[CH2:13][CH2:12][CH2:11][CH2:10][CH:9]3[CH3:14])[CH:7]=[C:2]([Br:1])[C:3]=2[NH:21][N:20]=1, predict the reactants needed to synthesize it. The reactants are: [Br:1][C:2]1[C:3](Cl)=[C:4]([C:16]#[N:17])[C:5](=O)[N:6]([CH:8]2[CH2:13][CH2:12][CH2:11][CH2:10][CH:9]2[CH3:14])[CH:7]=1.[OH2:19].[NH2:20][NH2:21].C(=O)([O-])O.[Na+].